Dataset: Catalyst prediction with 721,799 reactions and 888 catalyst types from USPTO. Task: Predict which catalyst facilitates the given reaction. (1) Reactant: CC(OI1(OC(C)=O)(OC(C)=O)OC(=O)C2C=CC=CC1=2)=O.[CH:23]1([O:28][C:29]2[C:30]([O:52][CH3:53])=[CH:31][CH:32]=[C:33]3[C:38]=2[N:37]([CH2:39][CH2:40][OH:41])[C:36](=[O:42])[CH:35]=[C:34]3[NH:43][C:44]2[C:49]([Cl:50])=[CH:48][N:47]=[CH:46][C:45]=2[Cl:51])[CH2:27][CH2:26][CH2:25][CH2:24]1. Product: [CH:23]1([O:28][C:29]2[C:30]([O:52][CH3:53])=[CH:31][CH:32]=[C:33]3[C:38]=2[N:37]([CH2:39][CH:40]=[O:41])[C:36](=[O:42])[CH:35]=[C:34]3[NH:43][C:44]2[C:45]([Cl:51])=[CH:46][N:47]=[CH:48][C:49]=2[Cl:50])[CH2:27][CH2:26][CH2:25][CH2:24]1. The catalyst class is: 2. (2) Reactant: [K].[N+:2]([C:5]1[CH:10]=[CH:9][C:8]([OH:11])=[CH:7][CH:6]=1)([O-:4])=[O:3].Br[CH2:13][C:14]1[CH:23]=[CH:22][C:17]([C:18]([O:20][CH3:21])=[O:19])=[CH:16][CH:15]=1.O. Product: [CH3:21][O:20][C:18](=[O:19])[C:17]1[CH:22]=[CH:23][C:14]([CH2:13][O:11][C:8]2[CH:9]=[CH:10][C:5]([N+:2]([O-:4])=[O:3])=[CH:6][CH:7]=2)=[CH:15][CH:16]=1. The catalyst class is: 9. (3) Reactant: [Br:1][C:2]1[CH:3]=[N:4][CH:5]=[C:6](I)[CH:7]=1.[O:9]1[CH2:13][C:12](=O)[N:11]=[C-:10]1.C1(P(C2C=CC=CC=2)C2C3[O:34]C4C(=CC=CC=4P(C4C=CC=CC=4)C4C=CC=CC=4)C(C)(C)C=3C=CC=2)C=CC=CC=1.C(=O)([O-])[O-].[Cs+].[Cs+]. Product: [Br:1][C:2]1[CH:7]=[C:6]([N:11]2[CH2:12][CH2:13][O:9][C:10]2=[O:34])[CH:5]=[N:4][CH:3]=1. The catalyst class is: 187.